This data is from Full USPTO retrosynthesis dataset with 1.9M reactions from patents (1976-2016). The task is: Predict the reactants needed to synthesize the given product. (1) Given the product [CH3:28][C:23]([C:29]1[CH:34]=[CH:33][CH:32]=[CH:31][CH:30]=1)([CH3:22])[CH2:24][C:25]([NH:1][N:2]1[N:11]=[C:10]([S:12]([C:15]2[CH:16]=[CH:17][CH:18]=[CH:19][CH:20]=2)(=[O:14])=[O:13])[C:9]2[C:4](=[CH:5][CH:6]=[CH:7][CH:8]=2)[C:3]1=[O:21])=[O:26], predict the reactants needed to synthesize it. The reactants are: [NH2:1][N:2]1[N:11]=[C:10]([S:12]([C:15]2[CH:20]=[CH:19][CH:18]=[CH:17][CH:16]=2)(=[O:14])=[O:13])[C:9]2[C:4](=[CH:5][CH:6]=[CH:7][CH:8]=2)[C:3]1=[O:21].[CH3:22][C:23]([C:29]1[CH:34]=[CH:33][CH:32]=[CH:31][CH:30]=1)([CH3:28])[CH2:24][C:25](O)=[O:26]. (2) Given the product [C:28]([C:9]1[CH:8]=[C:7]([C:4](=[N:5][OH:6])[NH2:3])[C:12]([C:13]2[CH:18]=[C:17]([F:19])[CH:16]=[C:15]([F:20])[CH:14]=2)=[C:11]([C:21]2[CH:26]=[CH:25][C:24]([OH:27])=[CH:23][CH:22]=2)[CH:10]=1)#[N:29], predict the reactants needed to synthesize it. The reactants are: CC1(C)[O:6][N:5]=[C:4]([C:7]2[CH:8]=[C:9]([C:28]#[N:29])[CH:10]=[C:11]([C:21]3[CH:26]=[CH:25][C:24]([OH:27])=[CH:23][CH:22]=3)[C:12]=2[C:13]2[CH:18]=[C:17]([F:19])[CH:16]=[C:15]([F:20])[CH:14]=2)[NH:3]1.Cl.C([O-])(O)=O.[Na+].